This data is from Reaction yield outcomes from USPTO patents with 853,638 reactions. The task is: Predict the reaction yield, written as a fraction of the theoretical maximum amount of product (1.0 means a 100% yield; for example, 0.34 means a 34% yield). (1) The reactants are I[C:2]1[C:7]2[O:8][CH2:9][O:10][C:6]=2[C:5]([NH:11][C:12](=[O:14])[CH3:13])=[CH:4][CH:3]=1.[K]. The catalyst is CO.[Pd]. The product is [C:12]([NH:11][C:5]1[C:6]2[O:10][CH2:9][O:8][C:7]=2[C:2]([C:9]([O:8][CH3:7])=[O:10])=[CH:3][CH:4]=1)(=[O:14])[CH3:13]. The yield is 0.647. (2) The reactants are [NH2:1][C:2]1[CH:7]=[CH:6][N:5]([C@H:8]2[C@H:12]([OH:13])[C@H:11]([F:14])[C@@:10]([N:17]=[N+:18]=[N-:19])([CH2:15][OH:16])[O:9]2)[C:4](=[O:20])[N:3]=1.C([Mg]Cl)(C)(C)C.Cl[C:28]1[CH:37]=[CH:36][C:35]2[C:30](=[CH:31][CH:32]=[CH:33][CH:34]=2)[C:29]=1[O:38][P:39](=[N:41][C@@H:42]([CH3:53])[C:43]([O:45][CH2:46][C:47]1[CH:52]=[CH:51][CH:50]=[CH:49][CH:48]=1)=[O:44])=[O:40].CO. The catalyst is C1COCC1. The product is [CH2:46]([O:45][C:43](=[O:44])[C@@H:42]([N:41]=[P:39]([O:38][C:29]1[C:30]2[C:35](=[CH:34][CH:33]=[CH:32][CH:31]=2)[CH:36]=[CH:37][C:28]=1[O:16][CH2:15][C@:10]1([N:17]=[N+:18]=[N-:19])[C@@H:11]([F:14])[C@@H:12]([OH:13])[C@H:8]([N:5]2[CH:6]=[CH:7][C:2]([NH2:1])=[N:3][C:4]2=[O:20])[O:9]1)=[O:40])[CH3:53])[C:47]1[CH:52]=[CH:51][CH:50]=[CH:49][CH:48]=1. The yield is 0.0500.